Dataset: Catalyst prediction with 721,799 reactions and 888 catalyst types from USPTO. Task: Predict which catalyst facilitates the given reaction. (1) Reactant: [Si:1]([O:8][CH2:9][C:10]1[C:11]([F:24])=[N:12][CH:13]=[CH:14][C:15]=1[C:16]1[C:17]([CH3:23])=[N:18][O:19][C:20]=1[CH2:21][OH:22])([C:4]([CH3:7])([CH3:6])[CH3:5])([CH3:3])[CH3:2]. Product: [Si:1]([O:8][CH2:9][C:10]1[C:11]([F:24])=[N:12][CH:13]=[CH:14][C:15]=1[C:16]1[C:17]([CH3:23])=[N:18][O:19][C:20]=1[CH:21]=[O:22])([C:4]([CH3:7])([CH3:6])[CH3:5])([CH3:3])[CH3:2]. The catalyst class is: 485. (2) Product: [CH3:18][O:19][CH2:20][O:21][C:22]1[C:27]([CH3:28])=[CH:26][CH:25]=[C:24]([O:29][CH2:30][O:31][CH3:32])[C:23]=1[C:33](=[CH2:11])[C:34]([O:36][CH2:37][CH3:38])=[O:35]. Reactant: C[Si]([N-][Si](C)(C)C)(C)C.[K+].[C:11]1(C)C=CC=CC=1.[CH3:18][O:19][CH2:20][O:21][C:22]1[C:27]([CH3:28])=[CH:26][CH:25]=[C:24]([O:29][CH2:30][O:31][CH3:32])[C:23]=1[C:33](=O)[C:34]([O:36][CH2:37][CH3:38])=[O:35]. The catalyst class is: 597. (3) Reactant: [C:1]([C:9]1[CH:10]=[CH:11][C:12](=[O:18])[NH:13][C:14]=1OCC)(=[O:8])[C:2]1[CH:7]=[CH:6][CH:5]=[CH:4][CH:3]=1.[CH:19]1([CH2:25][NH2:26])[CH2:24][CH2:23][CH2:22][CH2:21][CH2:20]1. Product: [C:1]([C:9]1[CH:10]=[CH:11][C:12](=[O:18])[NH:13][C:14]=1[NH:26][CH2:25][CH:19]1[CH2:24][CH2:23][CH2:22][CH2:21][CH2:20]1)(=[O:8])[C:2]1[CH:3]=[CH:4][CH:5]=[CH:6][CH:7]=1. The catalyst class is: 11. (4) Reactant: [CH2:1]([C:3]1[N:4]=[C:5]([CH2:8][N:9]2[C:14]3[CH:15]=[C:16]([C:18]4[CH:23]=[CH:22][CH:21]=[CH:20][CH:19]=4)[S:17][C:13]=3[C:12](=[O:24])[N:11]([CH:25]3[CH2:30][CH2:29][N:28](C(OC(C)(C)C)=O)[CH2:27][CH2:26]3)[C:10]2=[O:38])[O:6][CH:7]=1)[CH3:2].[ClH:39]. Product: [ClH:39].[CH2:1]([C:3]1[N:4]=[C:5]([CH2:8][N:9]2[C:14]3[CH:15]=[C:16]([C:18]4[CH:23]=[CH:22][CH:21]=[CH:20][CH:19]=4)[S:17][C:13]=3[C:12](=[O:24])[N:11]([CH:25]3[CH2:30][CH2:29][NH:28][CH2:27][CH2:26]3)[C:10]2=[O:38])[O:6][CH:7]=1)[CH3:2]. The catalyst class is: 135. (5) Reactant: [CH2:1]([N:3]([CH2:30][C:31]([OH:33])=O)[C:4]([C:6]1[CH:7]=[C:8]2[C:16](=[CH:17][CH:18]=1)[N:15]([S:19]([CH2:22][CH3:23])(=[O:21])=[O:20])[C:14]1[CH2:13][CH2:12][CH:11]([CH:24]3[CH2:29][CH2:28][O:27][CH2:26][CH2:25]3)[CH2:10][C:9]2=1)=[O:5])[CH3:2].Cl.[O:35]1[CH2:38][CH:37]([NH2:39])[CH2:36]1.C(N(C(C)C)C(C)C)C.CN(C(ON1N=NC2C=CC=NC1=2)=[N+](C)C)C.F[P-](F)(F)(F)(F)F. Product: [CH2:1]([N:3]([CH2:30][C:31]([NH:39][CH:37]1[CH2:38][O:35][CH2:36]1)=[O:33])[C:4]([C:6]1[CH:7]=[C:8]2[C:16](=[CH:17][CH:18]=1)[N:15]([S:19]([CH2:22][CH3:23])(=[O:21])=[O:20])[C:14]1[CH2:13][CH2:12][CH:11]([CH:24]3[CH2:29][CH2:28][O:27][CH2:26][CH2:25]3)[CH2:10][C:9]2=1)=[O:5])[CH3:2]. The catalyst class is: 517. (6) The catalyst class is: 787. Reactant: [F:1][C:2]1[C:7]([F:8])=[C:6]([O:9][CH2:10][CH3:11])[CH:5]=[C:4]([CH3:12])[C:3]=1[CH:13]=[CH:14][CH:15]1[CH2:20][CH2:19][CH:18]([CH:21]2[CH2:26][CH2:25][CH:24]([CH2:27][CH2:28][CH2:29][CH2:30][CH3:31])[CH2:23][CH2:22]2)[CH2:17][CH2:16]1.[H][H]. Product: [F:1][C:2]1[C:7]([F:8])=[C:6]([O:9][CH2:10][CH3:11])[CH:5]=[C:4]([CH3:12])[C:3]=1[CH2:13][CH2:14][CH:15]1[CH2:20][CH2:19][CH:18]([CH:21]2[CH2:26][CH2:25][CH:24]([CH2:27][CH2:28][CH2:29][CH2:30][CH3:31])[CH2:23][CH2:22]2)[CH2:17][CH2:16]1. (7) Reactant: [CH2:1]([O:8][C:9]1[CH:10]=[C:11]([C:15]2[CH:20]=[CH:19][C:18]([CH2:21][CH2:22][NH:23][C:24]3[N:25]([C:56]4[N:57]=[CH:58][N:59]=[C:60]([NH2:63])[C:61]=4[N:62]=3)[C@@H:26]3[O:55][C@H:45]([CH2:46][O:47][Si:48]([C:51]([CH3:54])([CH3:53])[CH3:52])([CH3:50])[CH3:49])[C@@H:36]([O:37][Si:38]([C:41]([CH3:44])([CH3:43])[CH3:42])([CH3:40])[CH3:39])[C@H:27]3[O:28][Si:29]([C:32]([CH3:35])([CH3:34])[CH3:33])([CH3:31])[CH3:30])=[CH:17][CH:16]=2)[CH:12]=[CH:13][CH:14]=1)[C:2]1C=CC=C[CH:3]=1.C(=O)([O-])[O-].[K+].[K+].BrCCC[Cl:74]. Product: [Si:29]([O:28][C@@H:27]1[C@H:36]([O:37][Si:38]([C:41]([CH3:44])([CH3:43])[CH3:42])([CH3:40])[CH3:39])[C@@H:45]([CH2:46][O:47][Si:48]([C:51]([CH3:54])([CH3:53])[CH3:52])([CH3:50])[CH3:49])[O:55][C@H:26]1[N:25]1[C:56]2[N:57]=[CH:58][N:59]=[C:60]([NH2:63])[C:61]=2[N:62]=[C:24]1[NH:23][CH2:22][CH2:21][C:18]1[CH:19]=[CH:20][C:15]([C:11]2[CH:12]=[CH:13][CH:14]=[C:9]([O:8][CH2:1][CH2:2][CH2:3][Cl:74])[CH:10]=2)=[CH:16][CH:17]=1)([C:32]([CH3:35])([CH3:34])[CH3:33])([CH3:31])[CH3:30]. The catalyst class is: 19. (8) Reactant: [C:1]([S:5][CH2:6][CH2:7][CH2:8][NH2:9])([CH3:4])([CH3:3])[CH3:2].C([CH:12]([C:16](Cl)=[O:17])[C:13](Cl)=[O:14])C.O.[CH3:20][CH2:21][O:22]C(C)=O. Product: [CH2:21]([O:22][C:16](=[O:17])[CH2:12][C:13]([NH:9][CH2:8][CH2:7][CH2:6][S:5][C:1]([CH3:4])([CH3:3])[CH3:2])=[O:14])[CH3:20]. The catalyst class is: 2. (9) Reactant: [Br:1][C:2]1[CH:3]=[C:4]([CH3:9])[C:5]([NH2:8])=[N:6][CH:7]=1.[H-].[Na+].I[CH3:13].[Na+].[Cl-]. Product: [Br:1][C:2]1[CH:3]=[C:4]([CH3:9])[C:5]([NH:8][CH3:13])=[N:6][CH:7]=1. The catalyst class is: 49. (10) Reactant: [C:1]([NH:5][C:6](=[O:35])[C:7]1[CH:12]=[CH:11][CH:10]=[C:9]([O:13][C:14]2[CH:19]=[CH:18][C:17]([NH:20][C:21]3[C:31]4[CH:30]=[C:29]([CH:32]=O)[CH2:28][CH2:27][NH:26][C:25]=4[N:24]=[CH:23][N:22]=3)=[CH:16][C:15]=2[Cl:34])[CH:8]=1)([CH3:4])([CH3:3])[CH3:2].[NH2:36][CH2:37][CH2:38][OH:39].C(O[BH-](OC(=O)C)OC(=O)C)(=O)C.[Na+].C(=O)(O)[O-].[Na+].[ClH:59].C(OCC)(=O)C. Product: [ClH:34].[ClH:59].[C:1]([NH:5][C:6](=[O:35])[C:7]1[CH:12]=[CH:11][CH:10]=[C:9]([O:13][C:14]2[CH:19]=[CH:18][C:17]([NH:20][C:21]3[C:31]4[CH:30]=[C:29]([CH2:32][NH:36][CH2:37][CH2:38][OH:39])[CH2:28][CH2:27][NH:26][C:25]=4[N:24]=[CH:23][N:22]=3)=[CH:16][C:15]=2[Cl:34])[CH:8]=1)([CH3:4])([CH3:2])[CH3:3]. The catalyst class is: 214.